From a dataset of Catalyst prediction with 721,799 reactions and 888 catalyst types from USPTO. Predict which catalyst facilitates the given reaction. (1) Reactant: [CH3:1][O:2][C:3]1[CH:11]=[CH:10][C:6]([C:7](Cl)=[O:8])=[CH:5][CH:4]=1.[C:12]1(=[O:19])[CH2:17][CH2:16][CH2:15][C:14](=[O:18])[CH2:13]1.C(N(CC)CC)C.C[Si](C#N)(C)C. Product: [OH:19][C:12]1[CH2:17][CH2:16][CH2:15][C:14](=[O:18])[C:13]=1[C:7](=[O:8])[C:6]1[CH:10]=[CH:11][C:3]([O:2][CH3:1])=[CH:4][CH:5]=1. The catalyst class is: 10. (2) Reactant: [CH3:1][C:2]1[S:3][C:4]2[CH:10]=[C:9]([S:11](Cl)(=[O:13])=[O:12])[CH:8]=[CH:7][C:5]=2[N:6]=1.[NH:15]1[CH2:20][CH2:19][CH2:18][CH2:17][CH2:16]1.CCCCCC. Product: [CH3:1][C:2]1[S:3][C:4]2[CH:10]=[C:9]([S:11]([N:15]3[CH2:20][CH2:19][CH2:18][CH2:17][CH2:16]3)(=[O:13])=[O:12])[CH:8]=[CH:7][C:5]=2[N:6]=1. The catalyst class is: 789. (3) Reactant: [H-].[Na+].C(OC([N:10]1[CH2:15][CH2:14][C@:13]([OH:29])([C:16]2[C:17]([CH3:28])=[N:18][C:19]([CH2:22][O:23][CH2:24][CH2:25][O:26][CH3:27])=[CH:20][CH:21]=2)[C@@H:12]([OH:30])[CH2:11]1)=O)(C)(C)C.Br[CH2:32][C:33]1[CH:34]=[CH:35][C:36]2[O:41][CH2:40][C:39](=O)[N:38]([CH2:43][CH2:44][CH2:45][O:46][CH3:47])[C:37]=2[CH:48]=1.C([O-])(O)=O.[Na+]. Product: [CH3:27][O:26][CH2:25][CH2:24][O:23][CH2:22][C:19]1[N:18]=[C:17]([CH3:28])[C:16]([C@@:13]2([OH:29])[CH2:14][CH2:15][NH:10][CH2:11][C@@H:12]2[O:30][CH2:32][C:33]2[CH:34]=[CH:35][C:36]3[O:41][CH2:40][CH2:39][N:38]([CH2:43][CH2:44][CH2:45][O:46][CH3:47])[C:37]=3[CH:48]=2)=[CH:21][CH:20]=1. The catalyst class is: 639. (4) Reactant: Br[C:2]1[CH:7]=[CH:6][C:5]([CH:8]([O:11][CH3:12])[O:9][CH3:10])=[CH:4][CH:3]=1.[C:13]1([CH2:19][CH:20]=[O:21])[CH:18]=[CH:17][CH:16]=[CH:15][CH:14]=1.[NH4+].[Cl-].C(OCC)(=O)C. Product: [CH3:10][O:9][CH:8]([O:11][CH3:12])[C:5]1[CH:6]=[CH:7][C:2]([CH:20]([OH:21])[CH2:19][C:13]2[CH:18]=[CH:17][CH:16]=[CH:15][CH:14]=2)=[CH:3][CH:4]=1. The catalyst class is: 1. (5) Reactant: C([O:3][C:4](=[O:35])[CH2:5][C:6]1[C:7]([CH3:34])=[C:8]([S:18][C:19]2[CH:24]=[CH:23][C:22]([S:25]([N:28]3[CH2:33][CH2:32][NH:31][CH2:30][CH2:29]3)(=[O:27])=[O:26])=[CH:21][CH:20]=2)[N:9]2[C:14]=1[CH:13]=[C:12]([Cl:15])[C:11]([C:16]#[N:17])=[CH:10]2)C.[OH-].[Li+]. Product: [Cl:15][C:12]1[C:11]([C:16]#[N:17])=[CH:10][N:9]2[C:14]([CH:13]=1)=[C:6]([CH2:5][C:4]([OH:35])=[O:3])[C:7]([CH3:34])=[C:8]2[S:18][C:19]1[CH:20]=[CH:21][C:22]([S:25]([N:28]2[CH2:29][CH2:30][NH:31][CH2:32][CH2:33]2)(=[O:27])=[O:26])=[CH:23][CH:24]=1. The catalyst class is: 30. (6) Reactant: [Pd:1]([Cl:3])[Cl:2].[Cl-].[Li+].[CH:6]1[CH2:13][CH2:12][CH:11]=[CH:10][CH2:9][CH2:8][CH:7]=1. Product: [Cl:2][Pd:1][Cl:3].[CH:6]1[CH2:13][CH2:12][CH:11]=[CH:10][CH2:9][CH2:8][CH:7]=1. The catalyst class is: 5. (7) Reactant: [N:1]([CH:4]([C:6]1[CH:11]=[CH:10][CH:9]=[CH:8][C:7]=1[S:12]([CH:15]([CH3:17])[CH3:16])(=[O:14])=[O:13])[CH3:5])=[N+]=[N-].[H][H].[ClH:20]. Product: [ClH:20].[CH:15]([S:12]([C:7]1[CH:8]=[CH:9][CH:10]=[CH:11][C:6]=1[CH:4]([NH2:1])[CH3:5])(=[O:14])=[O:13])([CH3:17])[CH3:16]. The catalyst class is: 19. (8) Reactant: [OH:1][C:2]1([CH2:20][C:21]2[S:22][CH:23]=[CH:24][CH:25]=2)[CH2:19][CH:5]2[CH2:6][N:7](C(OCC3C=CC=CC=3)=O)[CH2:8][CH:4]2[CH2:3]1.C([BH-](CC)CC)C.[Li+]. Product: [S:22]1[CH:23]=[CH:24][CH:25]=[C:21]1[CH2:20][C:2]1([OH:1])[CH2:19][CH:5]2[CH2:6][NH:7][CH2:8][CH:4]2[CH2:3]1. The catalyst class is: 7. (9) Reactant: N[C@H](C(O)=O)CCCNC(=N)N.[CH2:13]([N:15]([C:27](=[O:39])[CH2:28][CH2:29][CH2:30][CH2:31][CH2:32][CH2:33][CH2:34][CH2:35][CH2:36][CH2:37][CH3:38])[C@H:16]([C:24]([OH:26])=[O:25])[CH2:17][CH2:18][CH2:19][NH:20][C:21](=[NH:23])[NH2:22])[CH3:14].C(O)[C@@H]1O[C@H](O[C@]2(CCl)O[C@H](C[Cl:54])[C@@H](O)[C@@H]2O)[C@@H](O)[C@@H](O)[C@H]1Cl. Product: [ClH:54].[CH2:13]([N:15]([C:27](=[O:39])[CH2:28][CH2:29][CH2:30][CH2:31][CH2:32][CH2:33][CH2:34][CH2:35][CH2:36][CH2:37][CH3:38])[C@H:16]([C:24]([OH:26])=[O:25])[CH2:17][CH2:18][CH2:19][NH:20][C:21](=[NH:22])[NH2:23])[CH3:14]. The catalyst class is: 6. (10) Reactant: [Cl:1][C:2]1[CH:7]=[CH:6][C:5]([CH2:8][CH2:9][NH:10][CH2:11][C:12]2[C:13]([C:24]3[CH:28]=[CH:27][S:26][CH:25]=3)=[N:14][C:15]3[C:20]([CH:21]=2)=[CH:19][CH:18]=[C:17]([O:22][CH3:23])[CH:16]=3)=[CH:4][CH:3]=1.[CH3:29][S:30](Cl)(=[O:32])=[O:31]. Product: [Cl:1][C:2]1[CH:7]=[CH:6][C:5]([CH2:8][CH2:9][N:10]([CH2:11][C:12]2[C:13]([C:24]3[CH:28]=[CH:27][S:26][CH:25]=3)=[N:14][C:15]3[C:20]([CH:21]=2)=[CH:19][CH:18]=[C:17]([O:22][CH3:23])[CH:16]=3)[S:30]([CH3:29])(=[O:32])=[O:31])=[CH:4][CH:3]=1. The catalyst class is: 2.